Dataset: Tyrosyl-DNA phosphodiesterase HTS with 341,365 compounds. Task: Binary Classification. Given a drug SMILES string, predict its activity (active/inactive) in a high-throughput screening assay against a specified biological target. (1) The drug is Fc1ccc(CCNC(=O)c2cc(NC(=O)c3ccccc3)ccc2)cc1. The result is 0 (inactive). (2) The drug is O=C(NCCCCCC)c1c2c(nc(c1)c1occc1)cccc2. The result is 0 (inactive). (3) The drug is s1c(N2CCN(C(=O)C3CC3)CC2)nc2c1cc(OC)cc2. The result is 0 (inactive). (4) The drug is [O-][N+](=O)c1c(N2CCCCCC2)ccc(c1)C(=O)N(CC(=O)Nc1c(c(ccc1)C)C)C. The result is 0 (inactive). (5) The molecule is S(c1nc(cc(c1C#N)C)C)CC(=O)Nc1c(cccc1)C. The result is 0 (inactive). (6) The molecule is Clc1cc(NC(=O)Nc2c(O)cccc2)ccc1Cl. The result is 0 (inactive). (7) The molecule is s1c(CNc2ncncc2c2ccc(cc2)C(=O)N(C)C)ccc1. The result is 1 (active). (8) The molecule is Brc1ccc(C2N3C(CCC2C)C(=O)NCC(O)C3)cc1. The result is 0 (inactive). (9) The molecule is S(=O)(=O)(Nc1c2OC(C(CN(C(CO)C)C(=O)c2ccc1)C)CN(C)C)c1ccccc1. The result is 0 (inactive).